This data is from Forward reaction prediction with 1.9M reactions from USPTO patents (1976-2016). The task is: Predict the product of the given reaction. (1) Given the reactants C(=O)([O-])[O-].[K+].[K+].Br[CH2:8][CH2:9][OH:10].[F:11][C:12]([F:50])([F:49])[C:13]1[CH:14]=[C:15]([CH:42]=[C:43]([C:45]([F:48])([F:47])[F:46])[CH:44]=1)[CH2:16][N:17]([C:37]1[NH:41][N:40]=[N:39][N:38]=1)[C@H:18]1[CH2:24][CH2:23][CH2:22][N:21]([C:25]([O:27][CH:28]([CH3:30])[CH3:29])=[O:26])[C:20]2[C:31]([CH3:36])=[C:32]([CH3:35])[CH:33]=[CH:34][C:19]1=2.O, predict the reaction product. The product is: [F:46][C:45]([F:48])([F:47])[C:43]1[CH:42]=[C:15]([CH:14]=[C:13]([C:12]([F:49])([F:11])[F:50])[CH:44]=1)[CH2:16][N:17]([C:37]1[N:38]=[N:39][N:40]([CH2:8][CH2:9][OH:10])[N:41]=1)[C@H:18]1[CH2:24][CH2:23][CH2:22][N:21]([C:25]([O:27][CH:28]([CH3:30])[CH3:29])=[O:26])[C:20]2[C:31]([CH3:36])=[C:32]([CH3:35])[CH:33]=[CH:34][C:19]1=2. (2) Given the reactants [C:1]([O:5][C:6]([N:8]1[CH2:13][CH2:12][C:11]([CH2:17][CH:18]=[CH2:19])([C:14]([OH:16])=[O:15])[CH2:10][CH2:9]1)=[O:7])([CH3:4])([CH3:3])[CH3:2].C1(P(C2C=CC=CC=2)C2C=CC=CC=2)C=CC=CC=1.[C:39]1([C:47]([CH:49]([C:51]2[CH:58]=[CH:57][C:54]([O:55][CH3:56])=[CH:53][CH:52]=2)O)=[O:48])[CH:46]=[CH:45][C:42]([O:43][CH3:44])=[CH:41][CH:40]=1.N(C(OC(C)C)=O)=NC(OC(C)C)=O, predict the reaction product. The product is: [CH3:56][O:55][C:54]1[CH:53]=[CH:52][C:51]([CH:49]([O:15][C:14]([C:11]2([CH2:17][CH:18]=[CH2:19])[CH2:12][CH2:13][N:8]([C:6]([O:5][C:1]([CH3:4])([CH3:3])[CH3:2])=[O:7])[CH2:9][CH2:10]2)=[O:16])[C:47]([C:39]2[CH:40]=[CH:41][C:42]([O:43][CH3:44])=[CH:45][CH:46]=2)=[O:48])=[CH:58][CH:57]=1. (3) Given the reactants C(=O)([O-])[O-].[K+].[K+].Cl[CH2:8][C:9]1[CH:14]=[CH:13][C:12]([O:15][CH3:16])=[CH:11][CH:10]=1.[Br:17][C:18]1[CH:23]=[CH:22][C:21]([OH:24])=[C:20]([C:25]([F:28])([F:27])[F:26])[CH:19]=1.CN1CCCC1=O, predict the reaction product. The product is: [Br:17][C:18]1[CH:23]=[CH:22][C:21]([O:24][CH2:8][C:9]2[CH:14]=[CH:13][C:12]([O:15][CH3:16])=[CH:11][CH:10]=2)=[C:20]([C:25]([F:26])([F:27])[F:28])[CH:19]=1. (4) Given the reactants [Cl:1][C:2]1[CH:10]=[CH:9][C:8]2[NH:7][C:6]3[CH2:11][CH2:12][N:13]([CH3:16])[CH2:14][CH2:15][C:5]=3[C:4]=2[CH:3]=1.[CH3:17][C:18]1[CH:19]=[N:20][CH:21]=[C:22]([CH:24]=[CH2:25])[CH:23]=1.[OH-].[Na+], predict the reaction product. The product is: [Cl:1][C:2]1[CH:10]=[CH:9][C:8]2[N:7]([CH2:25][CH2:24][C:22]3[CH:21]=[N:20][CH:19]=[C:18]([CH3:17])[CH:23]=3)[C:6]3[CH2:11][CH2:12][N:13]([CH3:16])[CH2:14][CH2:15][C:5]=3[C:4]=2[CH:3]=1. (5) Given the reactants C[O:2][C:3]1[N:8]=[C:7]([C:9](=O)[CH3:10])[C:6]([C:12]([F:15])([F:14])[F:13])=[CH:5][N:4]=1.[NH2:16][C:17]1[N:24]=[CH:23][CH:22]=[C:21]([Cl:25])[C:18]=1[CH:19]=O, predict the reaction product. The product is: [Cl:25][C:21]1[CH:22]=[CH:23][N:24]=[C:17]2[C:18]=1[CH:19]=[CH:10][C:9]([C:7]1[C:6]([C:12]([F:15])([F:14])[F:13])=[CH:5][N:4]=[C:3]([OH:2])[N:8]=1)=[N:16]2. (6) Given the reactants [Br:1][C:2]1[CH:7]=[CH:6][C:5]([OH:8])=[CH:4][CH:3]=1.[CH2:9](O)[CH2:10][CH2:11][CH2:12][CH2:13][CH2:14][CH2:15][CH3:16].C1C=CC(P(C2C=CC=CC=2)C2C=CC=CC=2)=CC=1.CC(OC(/N=N/C(OC(C)C)=O)=O)C, predict the reaction product. The product is: [Br:1][C:2]1[CH:7]=[CH:6][C:5]([O:8][CH2:9][CH2:10][CH2:11][CH2:12][CH2:13][CH2:14][CH2:15][CH3:16])=[CH:4][CH:3]=1. (7) Given the reactants [OH:1][C:2]1[C:3]([CH2:13][CH:14]=[CH2:15])=[C:4]([CH:10]=[CH:11][CH:12]=1)[C:5]([O:7][CH2:8][CH3:9])=[O:6].IC.[C:18](=O)([O-])[O-].[K+].[K+], predict the reaction product. The product is: [CH3:18][O:1][C:2]1[C:3]([CH2:13][CH:14]=[CH2:15])=[C:4]([CH:10]=[CH:11][CH:12]=1)[C:5]([O:7][CH2:8][CH3:9])=[O:6]. (8) Given the reactants Cl[C:2]1[N:7]=[CH:6][N:5]=[C:4]2[NH:8][N:9]=[CH:10][C:3]=12.[NH:11]1[CH2:16][CH2:15][O:14][CH2:13][CH2:12]1, predict the reaction product. The product is: [NH:8]1[C:4]2=[N:5][CH:6]=[N:7][C:2]([N:11]3[CH2:16][CH2:15][O:14][CH2:13][CH2:12]3)=[C:3]2[CH:10]=[N:9]1. (9) Given the reactants [OH-].[Li+].[CH3:3][O:4][C:5]1[CH:14]=[CH:13][C:12]([C:15]2[S:16][CH:17]=[CH:18][CH:19]=2)=[CH:11][C:6]=1[C:7]([O:9]C)=[O:8], predict the reaction product. The product is: [CH3:3][O:4][C:5]1[CH:14]=[CH:13][C:12]([C:15]2[S:16][CH:17]=[CH:18][CH:19]=2)=[CH:11][C:6]=1[C:7]([OH:9])=[O:8]. (10) Given the reactants CS(O[CH2:6][CH:7]([NH:15][C:16]([O:18][C:19]([CH3:22])([CH3:21])[CH3:20])=[O:17])[C:8]1[CH:13]=[CH:12][C:11]([Cl:14])=[CH:10][CH:9]=1)(=O)=O.[N-:23]=[N+]=[N-].[Na+].C(O)C, predict the reaction product. The product is: [NH2:23][CH2:6][CH:7]([NH:15][C:16](=[O:17])[O:18][C:19]([CH3:22])([CH3:21])[CH3:20])[C:8]1[CH:13]=[CH:12][C:11]([Cl:14])=[CH:10][CH:9]=1.